This data is from Full USPTO retrosynthesis dataset with 1.9M reactions from patents (1976-2016). The task is: Predict the reactants needed to synthesize the given product. (1) The reactants are: [C:1]([C:3]1[CH:4]=[C:5]([C:13]2[S:14][C:15]([C:18]3[C:19]([O:33][CH3:34])=[C:20]([CH2:25][CH2:26][CH2:27][C:28]([O:30]CC)=[O:29])[CH:21]=[C:22]([F:24])[CH:23]=3)=[CH:16][N:17]=2)[CH:6]=[CH:7][C:8]=1[O:9][CH:10]([CH3:12])[CH3:11])#[N:2].[OH-].[Na+]. Given the product [C:1]([C:3]1[CH:4]=[C:5]([C:13]2[S:14][C:15]([C:18]3[C:19]([O:33][CH3:34])=[C:20]([CH2:25][CH2:26][CH2:27][C:28]([OH:30])=[O:29])[CH:21]=[C:22]([F:24])[CH:23]=3)=[CH:16][N:17]=2)[CH:6]=[CH:7][C:8]=1[O:9][CH:10]([CH3:12])[CH3:11])#[N:2], predict the reactants needed to synthesize it. (2) Given the product [CH2:1]([O:8][C:9]1[C:18]([NH2:19])=[C:17]([NH2:22])[C:16]2[C:11](=[CH:12][CH:13]=[CH:14][CH:15]=2)[N:10]=1)[C:2]1[CH:7]=[CH:6][CH:5]=[CH:4][CH:3]=1.[CH2:23]([O:30][C:31]1[C:40]([NH2:41])=[C:39]([NH2:44])[C:38]2[C:33](=[CH:34][CH:35]=[CH:36][N:37]=2)[N:32]=1)[C:24]1[CH:29]=[CH:28][CH:27]=[CH:26][CH:25]=1, predict the reactants needed to synthesize it. The reactants are: [CH2:1]([O:8][C:9]1[C:18]([N+:19]([O-])=O)=[C:17]([NH2:22])[C:16]2[C:11](=[CH:12][CH:13]=[CH:14][CH:15]=2)[N:10]=1)[C:2]1[CH:7]=[CH:6][CH:5]=[CH:4][CH:3]=1.[CH2:23]([O:30][C:31]1[C:40]([N+:41]([O-])=O)=[C:39]([NH2:44])[C:38]2[C:33](=[CH:34][CH:35]=[CH:36][N:37]=2)[N:32]=1)[C:24]1[CH:29]=[CH:28][CH:27]=[CH:26][CH:25]=1. (3) Given the product [F:6][C:5]([F:8])([F:7])[S:2]([O-:4])(=[O:3])=[O:1].[CH3:10][N+:11]1[CH:15]=[CH:14][N:13]([CH3:5])[CH:12]=1, predict the reactants needed to synthesize it. The reactants are: [O:1](C)[S:2]([C:5]([F:8])([F:7])[F:6])(=[O:4])=[O:3].[CH3:10][N:11]1[CH:15]=[CH:14][N:13]=[CH:12]1. (4) Given the product [F:7][C:8]1[CH:13]=[C:12]([F:14])[CH:11]=[CH:10][C:9]=1[O:15][CH2:17][CH2:18][OH:19], predict the reactants needed to synthesize it. The reactants are: C([O-])([O-])=O.[K+].[K+].[F:7][C:8]1[CH:13]=[C:12]([F:14])[CH:11]=[CH:10][C:9]=1[OH:15].Br[CH2:17][CH2:18][OH:19].